Dataset: Reaction yield outcomes from USPTO patents with 853,638 reactions. Task: Predict the reaction yield, written as a fraction of the theoretical maximum amount of product (1.0 means a 100% yield; for example, 0.34 means a 34% yield). The product is [Br:10][C:4]1[CH:3]=[C:2]([CH:7]=[C:6]([O:8][CH3:9])[CH:5]=1)[CH:19]=[O:20]. The reactants are Br[C:2]1[CH:7]=[C:6]([O:8][CH3:9])[CH:5]=[C:4]([Br:10])[CH:3]=1.C([Li])CCC.CN([CH:19]=[O:20])C. The catalyst is C(OCC)C. The yield is 0.980.